This data is from Retrosynthesis with 50K atom-mapped reactions and 10 reaction types from USPTO. The task is: Predict the reactants needed to synthesize the given product. (1) Given the product CCN(CC)C(=O)CC(O)CC(O)c1ccccc1, predict the reactants needed to synthesize it. The reactants are: CCN(CC)C(=O)CC(=O)CC(O)c1ccccc1. (2) Given the product CS(=O)(=O)OC1CCC(S(=O)(=O)c2cccc(C(F)(F)F)c2)CC1, predict the reactants needed to synthesize it. The reactants are: CS(=O)(=O)Cl.O=S(=O)(c1cccc(C(F)(F)F)c1)C1CCC(O)CC1. (3) Given the product OCCC1CCN(C2CC2)CC1, predict the reactants needed to synthesize it. The reactants are: CCOC(=O)CC1CCN(C2CC2)CC1. (4) The reactants are: CCCCCC=CC=C/C=C/C(=O)OCC. Given the product CCCCCCCC=C/C=C/C(=O)OCC, predict the reactants needed to synthesize it.